From a dataset of Peptide-MHC class I binding affinity with 185,985 pairs from IEDB/IMGT. Regression. Given a peptide amino acid sequence and an MHC pseudo amino acid sequence, predict their binding affinity value. This is MHC class I binding data. (1) The peptide sequence is VLSYKVDYL. The MHC is HLA-A68:02 with pseudo-sequence HLA-A68:02. The binding affinity (normalized) is 0. (2) The peptide sequence is VQLPKRGVRV. The MHC is HLA-A02:06 with pseudo-sequence HLA-A02:06. The binding affinity (normalized) is 0.656. (3) The peptide sequence is FILFFAYVM. The MHC is HLA-A68:02 with pseudo-sequence HLA-A68:02. The binding affinity (normalized) is 0.287. (4) The peptide sequence is YVVQMLARL. The MHC is Mamu-A02 with pseudo-sequence Mamu-A02. The binding affinity (normalized) is 0.535. (5) The peptide sequence is IYISSEATTPV. The MHC is Patr-A0901 with pseudo-sequence Patr-A0901. The binding affinity (normalized) is 0.884. (6) The peptide sequence is LPCVLWPVL. The MHC is HLA-B40:01 with pseudo-sequence HLA-B40:01. The binding affinity (normalized) is 0.